This data is from Reaction yield outcomes from USPTO patents with 853,638 reactions. The task is: Predict the reaction yield, written as a fraction of the theoretical maximum amount of product (1.0 means a 100% yield; for example, 0.34 means a 34% yield). (1) The reactants are [Si:1]([O:8][C@@H:9]([CH2:35][C@H:36]([O:63][Si:64]([C:67]([CH3:70])([CH3:69])[CH3:68])([CH3:66])[CH3:65])/[CH:37]=[CH:38]\[C@H:39]([CH3:62])[C@H:40]([O:54][Si:55]([C:58]([CH3:61])([CH3:60])[CH3:59])([CH3:57])[CH3:56])[C@@H:41]([CH3:53])[CH2:42][CH2:43][CH2:44][O:45][Si](C(C)(C)C)(C)C)[C@H:10]([CH3:34])/[CH:11]=[CH:12]/[CH2:13][O:14][C:15]([C:28]1[CH:33]=[CH:32][CH:31]=[CH:30][CH:29]=1)([C:22]1[CH:27]=[CH:26][CH:25]=[CH:24][CH:23]=1)[C:16]1[CH:21]=[CH:20][CH:19]=[CH:18][CH:17]=1)([C:4]([CH3:7])([CH3:6])[CH3:5])([CH3:3])[CH3:2].C1C=CN=CC=1.F.CCOC(C)=O.CCCCCC. The catalyst is N1C=CC=CC=1. The product is [Si:55]([O:54][C@@H:40]([C@@H:39]([CH3:62])/[CH:38]=[CH:37]\[C@@H:36]([O:63][Si:64]([C:67]([CH3:68])([CH3:69])[CH3:70])([CH3:65])[CH3:66])[CH2:35][C@H:9]([O:8][Si:1]([C:4]([CH3:7])([CH3:6])[CH3:5])([CH3:3])[CH3:2])[C@H:10]([CH3:34])/[CH:11]=[CH:12]/[CH2:13][O:14][C:15]([C:28]1[CH:33]=[CH:32][CH:31]=[CH:30][CH:29]=1)([C:16]1[CH:21]=[CH:20][CH:19]=[CH:18][CH:17]=1)[C:22]1[CH:27]=[CH:26][CH:25]=[CH:24][CH:23]=1)[C@@H:41]([CH3:53])[CH2:42][CH2:43][CH2:44][OH:45])([C:58]([CH3:61])([CH3:60])[CH3:59])([CH3:57])[CH3:56]. The yield is 0.710. (2) The product is [Br:41][C:12]1[NH:11][C:8]2[N:9]=[CH:10][C:5]3[N:6]([C:2]([CH3:1])=[N:3][C:4]=3[C:24]3[CH:29]=[CH:28][C:27]([C:30]([OH:33])([CH3:32])[CH3:31])=[CH:26][CH:25]=3)[C:7]=2[CH:13]=1. The reactants are [CH3:1][C:2]1[N:6]2[C:7]3[CH:13]=[CH:12][N:11]([Si](C(C)C)(C(C)C)C(C)C)[C:8]=3[N:9]=[CH:10][C:5]2=[C:4]([C:24]2[CH:29]=[CH:28][C:27]([C:30]([OH:33])([CH3:32])[CH3:31])=[CH:26][CH:25]=2)[N:3]=1.C1C(=O)N([Br:41])C(=O)C1. The catalyst is C(Cl)Cl. The yield is 0.180. (3) The reactants are [CH3:1][O:2][C:3]([C:5]1[C:9]([C:10]2[CH:15]=[CH:14][C:13]([F:16])=[CH:12][CH:11]=2)=[N:8][NH:7][N:6]=1)=[O:4].[H-].[Na+].O.[CH2:20]1COCC1. No catalyst specified. The product is [CH3:1][O:2][C:3]([C:5]1[NH:6][NH:7][N:8]([CH3:20])[C:9]=1[C:10]1[CH:15]=[CH:14][C:13]([F:16])=[CH:12][CH:11]=1)=[O:4]. The yield is 0.330. (4) The reactants are [C:1]([C:3]([C:6]1[CH:7]=[C:8]([CH:12]=[CH:13][CH:14]=1)[C:9](Cl)=[O:10])([CH3:5])[CH3:4])#[N:2].[NH2:15][C:16]1[CH:17]=[CH:18][C:19]([CH3:38])=[C:20]([CH:37]=1)[O:21][C:22]1[CH:23]=[CH:24][C:25]2[N:26]([N:28]=[C:29]([NH:31][C:32]([CH:34]3[CH2:36][CH2:35]3)=[O:33])[N:30]=2)[CH:27]=1. The catalyst is CN(C)C(=O)C.C(OCC)(=O)C. The product is [C:1]([C:3]([C:6]1[CH:7]=[C:8]([CH:12]=[CH:13][CH:14]=1)[C:9]([NH:15][C:16]1[CH:17]=[CH:18][C:19]([CH3:38])=[C:20]([O:21][C:22]2[CH:23]=[CH:24][C:25]3[N:26]([N:28]=[C:29]([NH:31][C:32]([CH:34]4[CH2:36][CH2:35]4)=[O:33])[N:30]=3)[CH:27]=2)[CH:37]=1)=[O:10])([CH3:5])[CH3:4])#[N:2]. The yield is 0.350. (5) The reactants are [Mg].II.Br[CH2:5][CH2:6]Br.Br[C:9]1[CH:19]=[CH:18][C:12]([N:13]([CH2:16][CH3:17])[CH2:14][CH3:15])=[CH:11][CH:10]=1.[P:20]([O-:27])(OCC)OCC.Cl. The catalyst is O1CCCC1.C(OCC)(=O)C.O. The product is [CH2:14]([N:13]([CH2:5][CH3:6])[C:12]1[CH:18]=[CH:19][C:9]([PH:20](=[O:27])[C:9]2[CH:19]=[CH:18][C:12]([N:13]([CH2:16][CH3:17])[CH2:14][CH3:15])=[CH:11][CH:10]=2)=[CH:10][CH:11]=1)[CH3:15]. The yield is 0.870. (6) The reactants are [F:1][C:2]1[C:7]([F:8])=[CH:6][CH:5]=[C:4]([N:9]2[CH:13]=[C:12]([C:14]([F:17])([F:16])[F:15])[N:11]=[N:10]2)[C:3]=1[C:18]1[N:23]=[CH:22][N:21]=[C:20]([OH:24])[CH:19]=1.N[C@@H:26]1[C:42]2[CH:43]=[C:38]([CH:39]=[CH:40][N:41]=2)[C:37]2[N:36]([CH:44]([F:46])[F:45])[N:35]=[CH:34][C:33]=2[NH:32][C:31](=[O:47])[C@H:30]([CH3:48])[CH2:29][CH2:28][CH2:27]1.CN(C(ON1N=NC2C=CC=NC1=2)=[N+](C)C)C.F[P-](F)(F)(F)(F)F.C1CCN2C(=NCCC2)CC1. No catalyst specified. The product is [F:1][C:2]1[C:7]([F:8])=[CH:6][CH:5]=[C:4]([N:9]2[CH:13]=[C:12]([C:14]([F:15])([F:17])[F:16])[N:11]=[N:10]2)[C:3]=1[C:18]1[N:23]=[CH:22][N:21]([C@@H:26]2[C:42]3[CH:43]=[C:38]([CH:39]=[CH:40][N:41]=3)[C:37]3[N:36]([CH:44]([F:45])[F:46])[N:35]=[CH:34][C:33]=3[NH:32][C:31](=[O:47])[C@H:30]([CH3:48])[CH2:29][CH2:28][CH2:27]2)[C:20](=[O:24])[CH:19]=1. The yield is 1.00. (7) The reactants are [N:1]([CH2:4][CH:5]1[CH2:9][C:8]2[CH:10]=[C:11]([C:21]#[N:22])[CH:12]=[C:13]([C:14]3[CH:19]=[CH:18][CH:17]=[CH:16][C:15]=3[CH3:20])[C:7]=2[O:6]1)=[N+]=[N-].C1(P(C2C=CC=CC=2)C2C=CC=CC=2)C=CC=CC=1. No catalyst specified. The product is [NH2:1][CH2:4][CH:5]1[CH2:9][C:8]2[CH:10]=[C:11]([C:21]#[N:22])[CH:12]=[C:13]([C:14]3[CH:19]=[CH:18][CH:17]=[CH:16][C:15]=3[CH3:20])[C:7]=2[O:6]1. The yield is 0.530. (8) The reactants are Br[C:2]1[CH:3]=[C:4]([C:14]([NH:16][CH2:17][C:18]2[C:19](=[O:26])[NH:20][C:21]([CH3:25])=[CH:22][C:23]=2[CH3:24])=[O:15])[C:5]2[CH:6]=[N:7][N:8]([CH:11]([CH3:13])[CH3:12])[C:9]=2[CH:10]=1.CC1(C)C(C)(C)OB([C:35]2[CH:44]=[CH:43][C:38]3[NH:39][C:40](=[O:42])[NH:41][C:37]=3[CH:36]=2)O1.C(=O)(O)[O-].[Na+].C(Cl)Cl.CO. The catalyst is O1CCOCC1.O.C1C=CC(P(C2C=CC=CC=2)[C-]2C=CC=C2)=CC=1.C1C=CC(P(C2C=CC=CC=2)[C-]2C=CC=C2)=CC=1.Cl[Pd]Cl.[Fe+2].C(Cl)Cl. The product is [CH3:24][C:23]1[CH:22]=[C:21]([CH3:25])[NH:20][C:19](=[O:26])[C:18]=1[CH2:17][NH:16][C:14]([C:4]1[C:5]2[CH:6]=[N:7][N:8]([CH:11]([CH3:13])[CH3:12])[C:9]=2[CH:10]=[C:2]([C:35]2[CH:44]=[CH:43][C:38]3[NH:39][C:40](=[O:42])[NH:41][C:37]=3[CH:36]=2)[CH:3]=1)=[O:15]. The yield is 0.370. (9) The reactants are I[C:2]1[C:10]2[C:5](=[CH:6][CH:7]=[C:8]([NH:11][C:12](=[O:24])[CH:13]([N:19]3[CH2:23][CH2:22][CH2:21][CH2:20]3)[C:14]3[CH:18]=[CH:17][S:16][CH:15]=3)[CH:9]=2)[NH:4][N:3]=1.[CH:25]1([NH:31][C:32]2[CH:37]=[CH:36][C:35](B3OC(C)(C)C(C)(C)O3)=[CH:34][CH:33]=2)[CH2:30][CH2:29][CH2:28][CH2:27][CH2:26]1.C([O-])([O-])=O.[Na+].[Na+]. The catalyst is CCO.C1C=CC([P]([Pd]([P](C2C=CC=CC=2)(C2C=CC=CC=2)C2C=CC=CC=2)([P](C2C=CC=CC=2)(C2C=CC=CC=2)C2C=CC=CC=2)[P](C2C=CC=CC=2)(C2C=CC=CC=2)C2C=CC=CC=2)(C2C=CC=CC=2)C2C=CC=CC=2)=CC=1. The product is [CH:32]1([NH:31][C:25]2[CH:30]=[CH:29][C:28]([C:2]3[C:10]4[C:5](=[CH:6][CH:7]=[C:8]([NH:11][C:12](=[O:24])[CH:13]([N:19]5[CH2:23][CH2:22][CH2:21][CH2:20]5)[C:14]5[CH:18]=[CH:17][S:16][CH:15]=5)[CH:9]=4)[NH:4][N:3]=3)=[CH:27][CH:26]=2)[CH2:37][CH2:36][CH2:35][CH2:34][CH2:33]1. The yield is 0.350.